From a dataset of Catalyst prediction with 721,799 reactions and 888 catalyst types from USPTO. Predict which catalyst facilitates the given reaction. (1) Reactant: C(OC([C:6]1[C:7]([CH:13]2[CH2:18][N:17](C(OC(C)(C)C)=O)[CH2:16][CH2:15][N:14]2[C:26]([O:28]C(C)(C)C)=O)=[N:8][C:9]([CH3:12])=[CH:10][CH:11]=1)=O)C.C(O)(C(F)(F)F)=O. Product: [CH3:12][C:9]1[CH:10]=[CH:11][C:6]2[C:26](=[O:28])[N:14]3[CH2:15][CH2:16][NH:17][CH2:18][CH:13]3[C:7]=2[N:8]=1. The catalyst class is: 4. (2) Reactant: [NH:1]1[CH2:6][CH2:5][NH:4][CH2:3][CH2:2]1.Br[CH2:8][CH2:9][Cl:10].C([O-])([O-])=O.[K+].[K+]. Product: [Cl:10][CH:9]1[CH2:8][NH:4][CH2:3][CH2:2][N:1]1[CH2:6][CH3:5]. The catalyst class is: 23. (3) The catalyst class is: 43. Reactant: C1COCC1.C([O:13][C@H:14]1[C@H:19]([O:20]CC2C=CC=CC=2)[C@@H:18]([O:28]CC2C=CC=CC=2)[C@H:17]([O:36][C:37]2[CH:42]=[CH:41][C:40]([Cl:43])=[CH:39][C:38]=2[CH2:44][C:45]2[CH:50]=[CH:49][C:48]([CH2:51][CH3:52])=[CH:47][CH:46]=2)[C@@H:16]([OH:53])[C@@H:15]1[CH2:54][O:55]CC1C=CC=CC=1)C1C=CC=CC=1. Product: [Cl:43][C:40]1[CH:41]=[CH:42][C:37]([O:36][C@@H:17]2[C@@H:16]([OH:53])[C@H:15]([CH2:54][OH:55])[C@@H:14]([OH:13])[C@H:19]([OH:20])[C@H:18]2[OH:28])=[C:38]([CH2:44][C:45]2[CH:46]=[CH:47][C:48]([CH2:51][CH3:52])=[CH:49][CH:50]=2)[CH:39]=1. (4) Reactant: O=[C:2]1[N:25]([CH2:26][CH2:27][CH2:28][C:29](OCC)=[O:30])[C:6]2=[N:7][C:8]([C:18]3[CH:23]=[CH:22][C:21]([CH3:24])=[CH:20][CH:19]=3)=[C:9]([C:11]3[CH:16]=[CH:15][C:14]([CH3:17])=[CH:13][CH:12]=3)[N:10]=[C:5]2[CH2:4][CH2:3]1.B.C1COCC1.O. The catalyst class is: 1. Product: [C:14]1([CH3:17])[CH:13]=[CH:12][C:11]([C:9]2[N:10]=[C:5]3[CH2:4][CH2:3][CH2:2][N:25]([CH2:26][CH2:27][CH2:28][CH2:29][OH:30])[C:6]3=[N:7][C:8]=2[C:18]2[CH:23]=[CH:22][C:21]([CH3:24])=[CH:20][CH:19]=2)=[CH:16][CH:15]=1.